Dataset: Reaction yield outcomes from USPTO patents with 853,638 reactions. Task: Predict the reaction yield, written as a fraction of the theoretical maximum amount of product (1.0 means a 100% yield; for example, 0.34 means a 34% yield). (1) The reactants are [Cl:1][C:2]1[N:7]2[N:8]=[C:9]([C:25]3[CH:30]=[CH:29][C:28]([F:31])=[CH:27][CH:26]=3)[C:10]([C:11]3[N:16]=[C:15]([NH:17][CH:18]4[CH2:22][CH2:21][CH2:20][CH2:19]4)[N:14]=[C:13]([CH2:23]O)[CH:12]=3)=[C:6]2[CH:5]=[CH:4][CH:3]=1.N1C=CN=C1.C1(P(C2C=CC=CC=2)C2C=CC=CC=2)C=CC=CC=1.[I:56]I. The catalyst is C1C=CC=CC=1.CCOCC. The product is [Cl:1][C:2]1[N:7]2[N:8]=[C:9]([C:25]3[CH:30]=[CH:29][C:28]([F:31])=[CH:27][CH:26]=3)[C:10]([C:11]3[CH:12]=[C:13]([CH2:23][I:56])[N:14]=[C:15]([NH:17][CH:18]4[CH2:22][CH2:21][CH2:20][CH2:19]4)[N:16]=3)=[C:6]2[CH:5]=[CH:4][CH:3]=1. The yield is 0.600. (2) The reactants are [NH:1]1[C:9]2[C:4](=[CH:5][CH:6]=[CH:7][CH:8]=2)[CH:3]=[C:2]1[C:10]([CH3:17])([CH3:16])[C:11]([O:13][CH2:14][CH3:15])=[O:12].[N+:18]([O-])([O-:20])=[O:19].[Na+]. The catalyst is S(=O)(=O)(O)O. The product is [CH3:17][C:10]([C:2]1[NH:1][C:9]2[C:4]([CH:3]=1)=[CH:5][C:6]([N+:18]([O-:20])=[O:19])=[CH:7][CH:8]=2)([CH3:16])[C:11]([O:13][CH2:14][CH3:15])=[O:12]. The yield is 0.570.